From a dataset of Forward reaction prediction with 1.9M reactions from USPTO patents (1976-2016). Predict the product of the given reaction. The product is: [CH3:1][O:2][C:3]1[CH:4]=[C:5]2[C:10](=[CH:11][CH:12]=1)[N:9]=[CH:8][CH:7]=[CH:6]2. Given the reactants [CH3:1][O:2][C:3]1[CH:4]=[C:5]2[C:10](=[CH:11][CH:12]=1)[NH:9][CH2:8][CH:7]=[CH:6]2.P(Cl)(Cl)(Cl)=O, predict the reaction product.